From a dataset of Catalyst prediction with 721,799 reactions and 888 catalyst types from USPTO. Predict which catalyst facilitates the given reaction. (1) The catalyst class is: 336. Product: [CH3:14][C:12]1[C:11]([O:15][CH2:16][C:17]2[CH:22]=[CH:21][CH:20]=[CH:19][C:18]=2[O:23][CH2:24][C:25]2[CH:26]=[CH:27][C:28]([C:31]([F:34])([F:32])[F:33])=[CH:29][CH:30]=2)=[CH:10][C:7]2[S:8][CH:9]=[C:5]([CH2:4][C:3]([OH:35])=[O:2])[C:6]=2[CH:13]=1. Reactant: C[O:2][C:3](=[O:35])[CH2:4][C:5]1[C:6]2[CH:13]=[C:12]([CH3:14])[C:11]([O:15][CH2:16][C:17]3[CH:22]=[CH:21][CH:20]=[CH:19][C:18]=3[O:23][CH2:24][C:25]3[CH:30]=[CH:29][C:28]([C:31]([F:34])([F:33])[F:32])=[CH:27][CH:26]=3)=[CH:10][C:7]=2[S:8][CH:9]=1.FC(F)(F)C1C=CC(COC2C=CC=CC=2CO)=CC=1. (2) Reactant: [Cl:1][C:2]1[N:3]=[CH:4][C:5]2[CH:10]=[C:9]([CH:11](OCC)[O:12]CC)[N:8]([CH:18]([CH2:21][CH3:22])[CH2:19][CH3:20])[C:6]=2[N:7]=1.Cl.[OH-].[Na+].C([O-])(O)=O.[Na+]. Product: [Cl:1][C:2]1[N:3]=[CH:4][C:5]2[CH:10]=[C:9]([CH:11]=[O:12])[N:8]([CH:18]([CH2:21][CH3:22])[CH2:19][CH3:20])[C:6]=2[N:7]=1. The catalyst class is: 12. (3) Reactant: Br[CH2:2][C:3]1[CH:12]=[CH:11][C:10]2[C:5](=[CH:6][CH:7]=[CH:8][CH:9]=2)[CH:4]=1.[NH:13]1[CH2:18][CH2:17][NH:16][CH2:15][CH2:14]1. Product: [CH:4]1[C:5]2[C:10](=[CH:9][CH:8]=[CH:7][CH:6]=2)[CH:11]=[CH:12][C:3]=1[CH2:2][N:13]1[CH2:18][CH2:17][NH:16][CH2:15][CH2:14]1. The catalyst class is: 1. (4) Reactant: [CH2:1]([N:3]([CH:18]1[CH2:23][CH2:22][N:21]([CH3:24])[CH2:20][CH2:19]1)[C:4]1[C:5]([CH3:17])=[C:6]([CH:10]=[C:11]([C:13]([F:16])([F:15])[F:14])[CH:12]=1)[C:7](O)=[O:8])[CH3:2].Cl.[NH2:26][CH2:27][C:28]1[C:29](=[O:38])[NH:30][C:31]([CH3:37])=[CH:32][C:33]=1[CH:34]([CH3:36])[CH3:35].C1CN([P+](ON2N=NC3C=CC=CC2=3)(N2CCCC2)N2CCCC2)CC1.F[P-](F)(F)(F)(F)F.CCN(C(C)C)C(C)C. Product: [CH2:1]([N:3]([CH:18]1[CH2:23][CH2:22][N:21]([CH3:24])[CH2:20][CH2:19]1)[C:4]1[C:5]([CH3:17])=[C:6]([CH:10]=[C:11]([C:13]([F:15])([F:16])[F:14])[CH:12]=1)[C:7]([NH:26][CH2:27][C:28]1[C:29](=[O:38])[NH:30][C:31]([CH3:37])=[CH:32][C:33]=1[CH:34]([CH3:35])[CH3:36])=[O:8])[CH3:2]. The catalyst class is: 16. (5) Reactant: [Br:1][C:2]1[CH:12]=[CH:11][C:5]([O:6][CH2:7][C:8](O)=[O:9])=[CH:4][CH:3]=1.Cl.CN.[CH3:16][N:17](C)CCCN=C=NCC.ON1C2C=CC=CC=2N=N1.CN1CCOCC1. Product: [Br:1][C:2]1[CH:12]=[CH:11][C:5]([O:6][CH2:7][C:8]([NH:17][CH3:16])=[O:9])=[CH:4][CH:3]=1. The catalyst class is: 9.